This data is from Peptide-MHC class II binding affinity with 134,281 pairs from IEDB. The task is: Regression. Given a peptide amino acid sequence and an MHC pseudo amino acid sequence, predict their binding affinity value. This is MHC class II binding data. (1) The peptide sequence is VIPEGWKADTAYESK. The MHC is DRB1_0701 with pseudo-sequence DRB1_0701. The binding affinity (normalized) is 0.119. (2) The peptide sequence is IPVMAYLVGLFAWVL. The MHC is HLA-DQA10102-DQB10602 with pseudo-sequence HLA-DQA10102-DQB10602. The binding affinity (normalized) is 0.0860. (3) The peptide sequence is GELQGVDKIDAAFKI. The MHC is DRB5_0101 with pseudo-sequence DRB5_0101. The binding affinity (normalized) is 0.797. (4) The peptide sequence is PSEPWNTGHDWILAD. The MHC is DRB3_0101 with pseudo-sequence DRB3_0101. The binding affinity (normalized) is 0.642. (5) The peptide sequence is AKGVALDGVLSTFVS. The MHC is DRB1_0101 with pseudo-sequence DRB1_0101. The binding affinity (normalized) is 0.693. (6) The peptide sequence is KLVLDIKYTRPGDSL. The MHC is HLA-DPA10103-DPB10201 with pseudo-sequence HLA-DPA10103-DPB10201. The binding affinity (normalized) is 0.258. (7) The peptide sequence is DFLELLRYLAVELLP. The binding affinity (normalized) is 0.407. The MHC is DRB4_0101 with pseudo-sequence DRB4_0103. (8) The peptide sequence is PKLEFGSLIVNPSLN. The MHC is DRB1_0404 with pseudo-sequence DRB1_0404. The binding affinity (normalized) is 0.763. (9) The peptide sequence is YDEPMTPGQCNMVVE. The MHC is DRB1_0701 with pseudo-sequence DRB1_0701. The binding affinity (normalized) is 0.359. (10) The peptide sequence is EDKYFAATQFEPLAA. The MHC is DRB1_0701 with pseudo-sequence DRB1_0701. The binding affinity (normalized) is 0.660.